From a dataset of Forward reaction prediction with 1.9M reactions from USPTO patents (1976-2016). Predict the product of the given reaction. (1) Given the reactants C(NCC)C.[Li]CCCC.[Br:11][C:12]1[S:13][CH:14]=[CH:15][C:16]=1[CH3:17].CN([CH:21]=[O:22])C, predict the reaction product. The product is: [Br:11][C:12]1[S:13][C:14]([CH:21]=[O:22])=[CH:15][C:16]=1[CH3:17]. (2) Given the reactants [OH:1][CH:2]1[CH:9]2[CH2:10][C:5]3([C:12]([NH:14][C@H:15]4[CH2:20][CH2:19][CH2:18][N:17](C(OC(C)(C)C)=O)[CH2:16]4)=[O:13])[CH2:6][CH:7]([CH2:11][CH:3]1[CH2:4]3)[CH2:8]2.[ClH:28], predict the reaction product. The product is: [ClH:28].[OH:1][CH:2]1[CH:9]2[CH2:10][C:5]3([C:12]([NH:14][C@H:15]4[CH2:20][CH2:19][CH2:18][NH:17][CH2:16]4)=[O:13])[CH2:6][CH:7]([CH2:11][CH:3]1[CH2:4]3)[CH2:8]2. (3) Given the reactants [CH3:1][O:2][C:3]1[CH:11]=[C:10]2[C:6]([CH:7]=[CH:8][NH:9]2)=[C:5]2[CH:12]([CH3:24])[N:13]([C:17]([O:19][C:20]([CH3:23])([CH3:22])[CH3:21])=[O:18])[CH2:14][CH2:15][O:16][C:4]=12.[H-].[Na+].[F:27][C:28]1[CH:33]=[CH:32][CH:31]=[C:30]([F:34])[C:29]=1[S:35](Cl)(=[O:37])=[O:36], predict the reaction product. The product is: [F:27][C:28]1[CH:33]=[CH:32][CH:31]=[C:30]([F:34])[C:29]=1[S:35]([N:9]1[C:10]2[C:6](=[C:5]3[CH:12]([CH3:24])[N:13]([C:17]([O:19][C:20]([CH3:23])([CH3:22])[CH3:21])=[O:18])[CH2:14][CH2:15][O:16][C:4]3=[C:3]([O:2][CH3:1])[CH:11]=2)[CH:7]=[CH:8]1)(=[O:37])=[O:36]. (4) Given the reactants C(OC([N:8]1[CH2:13][CH2:12][N:11]([CH2:14][CH:15]([C:23]2[CH:28]=[CH:27][C:26]([Cl:29])=[CH:25][CH:24]=2)[C:16]2[CH:21]=[CH:20][C:19]([Cl:22])=[CH:18][CH:17]=2)[CH2:10][CH2:9]1)=O)(C)(C)C.Cl, predict the reaction product. The product is: [Cl:29][C:26]1[CH:25]=[CH:24][C:23]([CH:15]([C:16]2[CH:17]=[CH:18][C:19]([Cl:22])=[CH:20][CH:21]=2)[CH2:14][N:11]2[CH2:10][CH2:9][NH:8][CH2:13][CH2:12]2)=[CH:28][CH:27]=1.